Dataset: NCI-60 drug combinations with 297,098 pairs across 59 cell lines. Task: Regression. Given two drug SMILES strings and cell line genomic features, predict the synergy score measuring deviation from expected non-interaction effect. (1) Drug 1: CC1=CC2C(CCC3(C2CCC3(C(=O)C)OC(=O)C)C)C4(C1=CC(=O)CC4)C. Drug 2: COCCOC1=C(C=C2C(=C1)C(=NC=N2)NC3=CC=CC(=C3)C#C)OCCOC.Cl. Cell line: SK-MEL-2. Synergy scores: CSS=-3.22, Synergy_ZIP=1.79, Synergy_Bliss=2.26, Synergy_Loewe=-3.25, Synergy_HSA=-1.02. (2) Cell line: TK-10. Drug 1: CNC(=O)C1=NC=CC(=C1)OC2=CC=C(C=C2)NC(=O)NC3=CC(=C(C=C3)Cl)C(F)(F)F. Drug 2: C1CNP(=O)(OC1)N(CCCl)CCCl. Synergy scores: CSS=1.16, Synergy_ZIP=-0.221, Synergy_Bliss=-1.55, Synergy_Loewe=0.168, Synergy_HSA=-3.07. (3) Drug 1: CC1=CC2C(CCC3(C2CCC3(C(=O)C)OC(=O)C)C)C4(C1=CC(=O)CC4)C. Drug 2: C1CN(P(=O)(OC1)NCCCl)CCCl. Cell line: NCI-H460. Synergy scores: CSS=-8.85, Synergy_ZIP=0.0840, Synergy_Bliss=-8.12, Synergy_Loewe=-9.13, Synergy_HSA=-8.96. (4) Drug 1: CC1C(C(CC(O1)OC2CC(OC(C2O)C)OC3=CC4=CC5=C(C(=O)C(C(C5)C(C(=O)C(C(C)O)O)OC)OC6CC(C(C(O6)C)O)OC7CC(C(C(O7)C)O)OC8CC(C(C(O8)C)O)(C)O)C(=C4C(=C3C)O)O)O)O. Synergy scores: CSS=6.67, Synergy_ZIP=2.59, Synergy_Bliss=5.25, Synergy_Loewe=-53.2, Synergy_HSA=2.62. Cell line: NCI-H522. Drug 2: CNC(=O)C1=NC=CC(=C1)OC2=CC=C(C=C2)NC(=O)NC3=CC(=C(C=C3)Cl)C(F)(F)F.